The task is: Predict which catalyst facilitates the given reaction.. This data is from Catalyst prediction with 721,799 reactions and 888 catalyst types from USPTO. (1) Reactant: [Si]([O:18][CH2:19][C:20]1[CH:21]=[C:22]([CH:54]=[C:55]([Cl:57])[CH:56]=1)[CH2:23][N:24]1[C:32]2[C:27](=[N:28][C:29]([N:33](C(OC(C)(C)C)=O)[NH:34]C(OC(C)(C)C)=O)=[CH:30][CH:31]=2)[CH:26]=[C:25]1[C:49]1[O:50][CH:51]=[N:52][N:53]=1)(C(C)(C)C)(C1C=CC=CC=1)C1C=CC=CC=1.[CH3:58][CH2:59]CC[N+](CCCC)(CCCC)CCCC.[F-].C1COCC1. Product: [Cl:57][C:55]1[CH:56]=[C:20]([CH2:19][OH:18])[CH:21]=[C:22]([CH2:23][N:24]2[C:32]3[CH:31]=[CH:30][C:29]4[N:28]([C:58]([CH3:59])=[N:34][N:33]=4)[C:27]=3[CH:26]=[C:25]2[C:49]2[O:50][CH:51]=[N:52][N:53]=2)[CH:54]=1. The catalyst class is: 15. (2) Reactant: [CH:1]1[C:13]2[NH:12][C:11]3[C:6](=[CH:7][CH:8]=[CH:9][CH:10]=3)[C:5]=2[CH:4]=[C:3]([C:14]([O:16]CC)=O)[N:2]=1.[H-].[Na+].[Cl:21][C:22]1[C:23]([F:30])=[C:24]([CH:27]=[CH:28][CH:29]=1)[CH2:25]Br.[NH2:31][OH:32]. Product: [Cl:21][C:22]1[C:23]([F:30])=[C:24]([CH:27]=[CH:28][CH:29]=1)[CH2:25][N:12]1[C:13]2[CH:1]=[N:2][C:3]([C:14]([NH:31][OH:32])=[O:16])=[CH:4][C:5]=2[C:6]2[C:11]1=[CH:10][CH:9]=[CH:8][CH:7]=2. The catalyst class is: 656. (3) Reactant: [NH2:1][C:2]([N:4]1[CH2:9][CH2:8][CH:7]([NH:10][C:11]2[C:16]([C:17]([O:19]CC)=[O:18])=[CH:15][N:14]=[C:13]3[N:22]([CH2:25][CH3:26])[N:23]=[CH:24][C:12]=23)[CH2:6][CH2:5]1)=[O:3].[OH-].[Na+].NC(N)=O. The catalyst class is: 40. Product: [NH2:1][C:2]([N:4]1[CH2:5][CH2:6][CH:7]([NH:10][C:11]2[C:16]([C:17]([OH:19])=[O:18])=[CH:15][N:14]=[C:13]3[N:22]([CH2:25][CH3:26])[N:23]=[CH:24][C:12]=23)[CH2:8][CH2:9]1)=[O:3].